From a dataset of Forward reaction prediction with 1.9M reactions from USPTO patents (1976-2016). Predict the product of the given reaction. (1) Given the reactants [C:1]([N:4]1[CH2:9][CH2:8][CH:7]([O:10][C:11]2[CH:12]=[C:13]3[C:17](=[CH:18][CH:19]=2)[NH:16][N:15]=[C:14]3[CH2:20][N:21]([CH3:33])[CH2:22][CH2:23][N:24](C)[C:25](=O)OC(C)(C)C)[CH2:6][CH2:5]1)(=[O:3])[CH3:2].[C:34]([OH:40])([C:36]([F:39])([F:38])[F:37])=[O:35], predict the reaction product. The product is: [CH3:33][N:21]([CH2:20][C:14]1[C:13]2[C:17](=[CH:18][CH:19]=[C:11]([O:10][CH:7]3[CH2:6][CH2:5][N:4]([C:1](=[O:3])[CH3:2])[CH2:9][CH2:8]3)[CH:12]=2)[NH:16][N:15]=1)[CH2:22][CH2:23][NH:24][CH3:25].[C:34]([OH:40])([C:36]([F:39])([F:38])[F:37])=[O:35]. (2) The product is: [F:1][C:2]1[CH:7]=[CH:6][C:5]([N:8]2[C:16]3[C:11](=[CH:12][C:13]([O:17][CH:18]([C:22]4[CH:23]=[CH:24][C:25]([S:28][CH3:29])=[CH:26][CH:27]=4)[CH:19]([NH:21][S:42]([CH:39]4[CH2:41][CH2:40]4)(=[O:44])=[O:43])[CH3:20])=[CH:14][CH:15]=3)[CH:10]=[N:9]2)=[CH:4][CH:3]=1. Given the reactants [F:1][C:2]1[CH:7]=[CH:6][C:5]([N:8]2[C:16]3[C:11](=[CH:12][C:13]([O:17][CH:18]([C:22]4[CH:27]=[CH:26][C:25]([S:28][CH3:29])=[CH:24][CH:23]=4)[CH:19]([NH2:21])[CH3:20])=[CH:14][CH:15]=3)[CH:10]=[N:9]2)=[CH:4][CH:3]=1.C(N(C(C)C)C(C)C)C.[CH:39]1([S:42](Cl)(=[O:44])=[O:43])[CH2:41][CH2:40]1, predict the reaction product.